Dataset: Forward reaction prediction with 1.9M reactions from USPTO patents (1976-2016). Task: Predict the product of the given reaction. (1) Given the reactants [C:1]([C:5]1[CH:13]=[CH:12][C:8]([C:9](O)=[O:10])=[CH:7][C:6]=1[N+:14]([O-:16])=[O:15])([CH3:4])([CH3:3])[CH3:2].OC1C2N=N[NH:23]C=2C=CC=1.C1(N=C=NC2CCCCC2)CCCCC1.N.CC(O)C.C([O-])(O)=O.[Na+], predict the reaction product. The product is: [C:1]([C:5]1[CH:13]=[CH:12][C:8]([C:9]([NH2:23])=[O:10])=[CH:7][C:6]=1[N+:14]([O-:16])=[O:15])([CH3:4])([CH3:3])[CH3:2]. (2) The product is: [C:1]1([C:18]2[CH:23]=[CH:22][CH:21]=[CH:20][CH:19]=2)[CH:6]=[CH:5][CH:4]=[CH:3][C:2]=1[CH2:7][N:8]1[C:12]([CH3:13])=[C:11]([C:14]([OH:16])=[O:15])[N:10]=[N:9]1. Given the reactants [C:1]1([C:18]2[CH:23]=[CH:22][CH:21]=[CH:20][CH:19]=2)[CH:6]=[CH:5][CH:4]=[CH:3][C:2]=1[CH2:7][N:8]1[C:12]([CH3:13])=[C:11]([C:14]([O:16]C)=[O:15])[N:10]=[N:9]1.[OH-].[Na+], predict the reaction product. (3) Given the reactants [Cl:1][C:2]1[CH:7]=[CH:6][C:5]([NH:8][C:9]([NH:11][NH2:12])=[O:10])=[CH:4][CH:3]=1.[F:13][C:14]1[CH:23]=[C:22]2[C:17]([CH:18]=[CH:19][CH:20]=[N:21]2)=[CH:16][C:15]=1[CH2:24][C:25]1[N:29]2[N:30]=[C:31]([C:34](=O)[CH3:35])[CH:32]=[CH:33][C:28]2=[N:27][CH:26]=1, predict the reaction product. The product is: [Cl:1][C:2]1[CH:3]=[CH:4][C:5]([NH:8][C:9]([NH:11]/[N:12]=[C:34](/[C:31]2[CH:32]=[CH:33][C:28]3[N:29]([C:25]([CH2:24][C:15]4[CH:16]=[C:17]5[C:22](=[CH:23][C:14]=4[F:13])[N:21]=[CH:20][CH:19]=[CH:18]5)=[CH:26][N:27]=3)[N:30]=2)\[CH3:35])=[O:10])=[CH:6][CH:7]=1. (4) Given the reactants C(OC(=O)C)C.Cl.C(OCC)(=O)C.C(O[C:19](=O)[N:20](C)[CH2:21][CH2:22][N:23]([CH2:31][CH2:32][CH2:33][O:34][C:35]1[CH:36]=[C:37]2[C:42](=[CH:43][CH:44]=1)[N:41]([CH3:45])[C:40](=[O:46])[CH:39]=[CH:38]2)[CH2:24][C:25]1[CH:30]=[CH:29][N:28]=[CH:27][CH:26]=1)(C)(C)C, predict the reaction product. The product is: [CH3:45][N:41]1[C:42]2[C:37](=[CH:36][C:35]([O:34][CH2:33][CH2:32][CH2:31][N:23]([CH2:22][CH2:21][NH:20][CH3:19])[CH2:24][C:25]3[CH:30]=[CH:29][N:28]=[CH:27][CH:26]=3)=[CH:44][CH:43]=2)[CH:38]=[CH:39][C:40]1=[O:46].